From a dataset of Reaction yield outcomes from USPTO patents with 853,638 reactions. Predict the reaction yield, written as a fraction of the theoretical maximum amount of product (1.0 means a 100% yield; for example, 0.34 means a 34% yield). (1) The reactants are [CH2:1]([C@H:3]1[C:11]2[C:6](=[CH:7][C:8]([C:12](=[O:26])[NH:13][CH2:14][C:15]3[CH:20]=[CH:19][C:18]([S:21]([CH2:24][CH3:25])(=[O:23])=[O:22])=[CH:17][N:16]=3)=[CH:9][CH:10]=2)[CH2:5][N:4]1C(OC(C)(C)C)=O)[CH3:2].Cl.O1CCOCC1.[OH-].[Na+]. The catalyst is ClCCl.O. The product is [CH2:1]([C@H:3]1[C:11]2[C:6](=[CH:7][C:8]([C:12]([NH:13][CH2:14][C:15]3[CH:20]=[CH:19][C:18]([S:21]([CH2:24][CH3:25])(=[O:23])=[O:22])=[CH:17][N:16]=3)=[O:26])=[CH:9][CH:10]=2)[CH2:5][NH:4]1)[CH3:2]. The yield is 0.850. (2) The reactants are [F:1][C:2]1[CH:7]=[CH:6][C:5]([NH:8][C:9](=[O:23])[CH2:10][C:11]2[C:19]3[C:14](=[CH:15][CH:16]=[C:17]([O:20][CH3:21])[CH:18]=3)[NH:13][C:12]=2[CH3:22])=[CH:4][CH:3]=1.[H-].[Na+].[Cl:26][C:27]1[CH:35]=[CH:34][C:30]([C:31](Cl)=[O:32])=[C:29]([N+:36]([O-:38])=[O:37])[CH:28]=1. The catalyst is CN(C=O)C. The product is [Cl:26][C:27]1[CH:35]=[CH:34][C:30]([C:31]([N:13]2[C:14]3[C:19](=[CH:18][C:17]([O:20][CH3:21])=[CH:16][CH:15]=3)[C:11]([CH2:10][C:9]([NH:8][C:5]3[CH:4]=[CH:3][C:2]([F:1])=[CH:7][CH:6]=3)=[O:23])=[C:12]2[CH3:22])=[O:32])=[C:29]([N+:36]([O-:38])=[O:37])[CH:28]=1. The yield is 0.320. (3) The reactants are [CH:1]1([C:4]2[CH:9]=[CH:8][N:7]=[C:6]([NH:10][C:11]3[CH:16]=[C:15](B4OC(C)(C)C(C)(C)O4)[CH:14]=[C:13]([CH3:26])[CH:12]=3)[N:5]=2)[CH2:3][CH2:2]1.Br[C:28]1[S:32][CH:31]=[N:30][CH:29]=1.C(=O)([O-])[O-].[Na+].[Na+]. The catalyst is CC1CCCO1.C1C=CC(P(C2C=CC=CC=2)[C-]2C=CC=C2)=CC=1.C1C=CC(P(C2C=CC=CC=2)[C-]2C=CC=C2)=CC=1.Cl[Pd]Cl.[Fe+2].C(Cl)Cl. The product is [CH:1]1([C:4]2[CH:9]=[CH:8][N:7]=[C:6]([NH:10][C:11]3[CH:16]=[C:15]([C:28]4[S:32][CH:31]=[N:30][CH:29]=4)[CH:14]=[C:13]([CH3:26])[CH:12]=3)[N:5]=2)[CH2:3][CH2:2]1. The yield is 0.910. (4) The reactants are C(=O)([O-])[O-].[Na+].[Na+].[Cl:7][C:8]1[N:13]=[C:12](Cl)[C:11]([C:15]([NH:17][CH:18]2[CH2:23][CH2:22][CH2:21][CH2:20][CH2:19]2)=[O:16])=[CH:10][N:9]=1.[CH2:24]([SH:27])[CH2:25][CH3:26]. The catalyst is CN(C=O)C.CCOC(C)=O. The product is [Cl:7][C:8]1[N:13]=[C:12]([S:27][CH2:24][CH2:25][CH3:26])[C:11]([C:15]([NH:17][CH:18]2[CH2:23][CH2:22][CH2:21][CH2:20][CH2:19]2)=[O:16])=[CH:10][N:9]=1. The yield is 0.930. (5) The reactants are [C:1]([SH:5])([CH3:4])([CH3:3])[CH3:2].Cl[C:7]([O:9][CH:10]([Cl:12])[CH3:11])=[O:8].CN1CCOCC1. The catalyst is C(Cl)Cl. The product is [C:7](=[O:8])([S:5][C:1]([CH3:4])([CH3:3])[CH3:2])[O:9][CH:10]([Cl:12])[CH3:11]. The yield is 0.890.